From a dataset of Reaction yield outcomes from USPTO patents with 853,638 reactions. Predict the reaction yield, written as a fraction of the theoretical maximum amount of product (1.0 means a 100% yield; for example, 0.34 means a 34% yield). (1) The reactants are [CH:1]1([S:4]([N:7]2[CH2:10][CH:9]([OH:11])[CH2:8]2)(=[O:6])=[O:5])[CH2:3][CH2:2]1.C(N(CC)CC)C.Cl[Si:20]([CH2:25][CH3:26])([CH2:23][CH3:24])[CH2:21][CH3:22].C(=O)(O)[O-].[Na+]. The yield is 0.580. The product is [CH:1]1([S:4]([N:7]2[CH2:8][CH:9]([O:11][Si:20]([CH2:25][CH3:26])([CH2:23][CH3:24])[CH2:21][CH3:22])[CH2:10]2)(=[O:5])=[O:6])[CH2:3][CH2:2]1. The catalyst is O1CCCC1.CN(C)C1C=CN=CC=1. (2) The reactants are Br[CH2:2][CH2:3][N:4]1[C:8]([CH2:9]Br)=[CH:7][C:6]([N+:11]([O-:13])=[O:12])=[N:5]1.[NH3:14]. The catalyst is C1COCC1. The product is [N+:11]([C:6]1[CH:7]=[C:8]2[CH2:9][NH:14][CH2:2][CH2:3][N:4]2[N:5]=1)([O-:13])=[O:12]. The yield is 0.760. (3) The reactants are [O:1]1[CH2:6][CH2:5][CH2:4][CH2:3][CH:2]1[N:7]1[C:15]2[C:10](=[CH:11][C:12]([C:16]3[N:20]=[CH:19][N:18]([C:21]([C:34]4[CH:39]=[CH:38][CH:37]=[CH:36][CH:35]=4)([C:28]4[CH:33]=[CH:32][CH:31]=[CH:30][CH:29]=4)[C:22]4[CH:27]=[CH:26][CH:25]=[CH:24][CH:23]=4)[N:17]=3)=[CH:13][CH:14]=2)[C:9]([C:40]2[CH:41]=[C:42]([CH:47]=[CH:48][CH:49]=2)[C:43](OC)=[O:44])=[N:8]1.O.[OH-].[Li+].[NH2:53][CH:54]1[CH2:62][C:61]2[C:56](=[CH:57][CH:58]=[CH:59][CH:60]=2)[CH2:55]1.O.ON1C2C=CC=CC=2N=N1.Cl.CN(C)CCCN=C=NCC. The catalyst is O1CCCC1.O1CCCC1.O. The product is [CH2:55]1[C:56]2[C:61](=[CH:60][CH:59]=[CH:58][CH:57]=2)[CH2:62][CH:54]1[NH:53][C:43]([C:42]1[CH:47]=[CH:48][CH:49]=[C:40]([C:9]2[C:10]3[C:15](=[CH:14][CH:13]=[C:12]([C:16]4[N:20]=[CH:19][N:18]([C:21]([C:28]5[CH:29]=[CH:30][CH:31]=[CH:32][CH:33]=5)([C:34]5[CH:39]=[CH:38][CH:37]=[CH:36][CH:35]=5)[C:22]5[CH:27]=[CH:26][CH:25]=[CH:24][CH:23]=5)[N:17]=4)[CH:11]=3)[N:7]([CH:2]3[CH2:3][CH2:4][CH2:5][CH2:6][O:1]3)[N:8]=2)[CH:41]=1)=[O:44]. The yield is 0.740.